From a dataset of Catalyst prediction with 721,799 reactions and 888 catalyst types from USPTO. Predict which catalyst facilitates the given reaction. (1) Reactant: [CH2:1]([O:3][C:4]([C:6]1[S:10][C:9](/[CH:11]=[CH:12]/[C:13]([OH:15])=O)=[CH:8][C:7]=1[CH3:16])=[O:5])[CH3:2].[F:17][C:18]([F:32])([F:31])[CH:19]([C:21]1[CH:26]=[CH:25][CH:24]=[C:23]([C:27]([F:30])([F:29])[F:28])[CH:22]=1)[NH2:20].CN(C(ON1N=NC2C=CC=NC1=2)=[N+](C)C)C.F[P-](F)(F)(F)(F)F.O. Product: [CH3:16][C:7]1[CH:8]=[C:9](/[CH:11]=[CH:12]/[C:13](=[O:15])[NH:20][CH:19]([C:21]2[CH:26]=[CH:25][CH:24]=[C:23]([C:27]([F:28])([F:29])[F:30])[CH:22]=2)[C:18]([F:32])([F:31])[F:17])[S:10][C:6]=1[C:4]([O:3][CH2:1][CH3:2])=[O:5]. The catalyst class is: 1. (2) Reactant: [Cl:1][C:2]1[CH:7]=[CH:6][CH:5]=[CH:4][C:3]=1[N:8]=[C:9]=[S:10].C[Si]([N-][Si](C)(C)C)(C)C.[Na+].[CH2:21]([OH:23])[CH3:22].Br[CH2:25][N+:26]([O-:28])=[O:27]. Product: [NH2:8][C:3]1[C:2]2[CH:7]=[CH:22][C:21](=[O:23])[N:8]([C:3]3[CH:4]=[CH:5][CH:6]=[CH:7][C:2]=3[Cl:1])[C:9]=2[S:10][C:25]=1[N+:26]([O-:28])=[O:27]. The catalyst class is: 577. (3) Reactant: [NH2:1][CH2:2][C:3]1([CH2:6][O:7][C:8]2[C:13]([O:14][CH3:15])=[C:12]([O:16][CH3:17])[CH:11]=[CH:10][C:9]=2[C:18]2[CH:26]=[CH:25][CH:24]=[C:23]3[C:19]=2[CH2:20][CH2:21][C:22]3=[O:27])[CH2:5][CH2:4]1.C(N(CC)CC)C.[C:35](Cl)(=[O:40])[O:36][CH:37]([CH3:39])[CH3:38]. Product: [CH:37]([O:36][C:35](=[O:40])[NH:1][CH2:2][C:3]1([CH2:6][O:7][C:8]2[C:9]([C:18]3[CH:26]=[CH:25][CH:24]=[C:23]4[C:19]=3[CH2:20][CH2:21][C:22]4=[O:27])=[CH:10][CH:11]=[C:12]([O:16][CH3:17])[C:13]=2[O:14][CH3:15])[CH2:4][CH2:5]1)([CH3:39])[CH3:38]. The catalyst class is: 4. (4) Reactant: [C:1]([C:4]1[CH:9]=[CH:8][CH:7]=[CH:6][CH:5]=1)(=[O:3])[CH3:2]. Product: [C:4]1([CH:1]([OH:3])[CH3:2])[CH:9]=[CH:8][CH:7]=[CH:6][CH:5]=1. The catalyst class is: 32. (5) Reactant: C[O:2][C:3](=O)[CH:4]([NH:11][C:12]1[CH:21]=[CH:20][C:15]([C:16]([O:18][CH3:19])=[O:17])=[CH:14][C:13]=1[N+:22]([O-])=O)[C:5]1[CH:10]=[CH:9][CH:8]=[CH:7][CH:6]=1.[NH4+].[Cl-]. Product: [O:2]=[C:3]1[NH:22][C:13]2[C:12](=[CH:21][CH:20]=[C:15]([C:16]([O:18][CH3:19])=[O:17])[CH:14]=2)[NH:11][CH:4]1[C:5]1[CH:10]=[CH:9][CH:8]=[CH:7][CH:6]=1. The catalyst class is: 415. (6) Reactant: [Cl:1][C:2]1[CH:7]=[CH:6][C:5]([C:8]2[N:12]([C:13]3[CH:18]=[CH:17][C:16]([Cl:19])=[CH:15][C:14]=3[Cl:20])[N:11]=[C:10]([C:21]#[N:22])[C:9]=2[CH3:23])=[CH:4][CH:3]=1.[CH:24]1([C:29]([NH:31][NH2:32])=O)[CH2:28][CH2:27][CH2:26][CH2:25]1.C(=O)([O-])[O-].[K+].[K+].CO. Product: [Cl:1][C:2]1[CH:3]=[CH:4][C:5]([C:8]2[N:12]([C:13]3[CH:18]=[CH:17][C:16]([Cl:19])=[CH:15][C:14]=3[Cl:20])[N:11]=[C:10]([C:21]3[N:22]=[C:29]([CH:24]4[CH2:28][CH2:27][CH2:26][CH2:25]4)[NH:31][N:32]=3)[C:9]=2[CH3:23])=[CH:6][CH:7]=1. The catalyst class is: 51. (7) Reactant: Cl[C:2]1[N:7]=[CH:6][C:5]([C:8]2[S:9][C:10]3[CH2:16][CH2:15][N:14]([CH:17]4[CH2:20][CH2:19][CH2:18]4)[CH2:13][CH2:12][C:11]=3[N:21]=2)=[CH:4][CH:3]=1.[NH:22]1[CH2:26][CH2:25][NH:24][C:23]1=[O:27].C(=O)([O-])[O-].[Cs+].[Cs+].C1(P(C2C=CC=CC=2)C2C3OC4C(=CC=CC=4P(C4C=CC=CC=4)C4C=CC=CC=4)C(C)(C)C=3C=CC=2)C=CC=CC=1. Product: [CH:17]1([N:14]2[CH2:15][CH2:16][C:10]3[S:9][C:8]([C:5]4[CH:4]=[CH:3][C:2]([N:22]5[CH2:26][CH2:25][NH:24][C:23]5=[O:27])=[N:7][CH:6]=4)=[N:21][C:11]=3[CH2:12][CH2:13]2)[CH2:20][CH2:19][CH2:18]1. The catalyst class is: 62. (8) Reactant: CS(O[CH2:6][CH2:7][O:8][C:9]1[CH:14]=[CH:13][CH:12]=[C:11]([C:15]2[N:19]([C:20]3[CH:25]=[CH:24][CH:23]=[C:22]([Cl:26])[CH:21]=3)[N:18]=[C:17]([C:27]([N:29]3[CH2:33][C:32](=[O:34])[NH:31][CH2:30]3)=[O:28])[CH:16]=2)[CH:10]=1)(=O)=O.CN.[CH:37]([OH:39])=[O:38].ClC1C=[C:43]([N:47]2C(C3C=CC=C(OCCCN(C)C)C=3)=CC(C(N3CC(=O)NC3)=O)=N2)C=CC=1. Product: [CH:37]([OH:39])=[O:38].[Cl:26][C:22]1[CH:21]=[C:20]([N:19]2[C:15]([C:11]3[CH:12]=[CH:13][CH:14]=[C:9]([O:8][CH2:7][CH2:6][NH:47][CH3:43])[CH:10]=3)=[CH:16][C:17]([C:27]([N:29]3[CH2:33][C:32](=[O:34])[NH:31][CH2:30]3)=[O:28])=[N:18]2)[CH:25]=[CH:24][CH:23]=1. The catalyst class is: 7.